From a dataset of Full USPTO retrosynthesis dataset with 1.9M reactions from patents (1976-2016). Predict the reactants needed to synthesize the given product. The reactants are: [CH2:1]([O:8][C:9](=[O:24])[CH2:10][CH2:11][C@H:12]([NH:16][C:17]([O:19][C:20]([CH3:23])([CH3:22])[CH3:21])=[O:18])[C:13]([OH:15])=[O:14])[C:2]1[CH:7]=[CH:6][CH:5]=[CH:4][CH:3]=1.[CH3:25][N:26]([CH3:30])[CH2:27][CH2:28]O.F[P-](F)(F)(F)(F)F.N1(O[P+](N(C)C)(N(C)C)N(C)C)C2C=CC=CC=2N=N1.[OH-].[Na+]. Given the product [CH3:25][N:26]([CH3:30])[CH2:27][CH2:28][O:14][C:13](=[O:15])[C@@H:12]([NH:16][C:17]([O:19][C:20]([CH3:21])([CH3:23])[CH3:22])=[O:18])[CH2:11][CH2:10][C:9]([O:8][CH2:1][C:2]1[CH:7]=[CH:6][CH:5]=[CH:4][CH:3]=1)=[O:24], predict the reactants needed to synthesize it.